From a dataset of Forward reaction prediction with 1.9M reactions from USPTO patents (1976-2016). Predict the product of the given reaction. (1) Given the reactants C1C=CC(P(C2C(C3C(P(C4C=CC=CC=4)C4C=CC=CC=4)=CC=C4C=3C=CC=C4)=C3C(C=CC=C3)=CC=2)C2C=CC=CC=2)=CC=1.[CH3:47][C:48]([CH3:51])([O-:50])[CH3:49].[Na+].C(OC([N:60]1[CH2:65][CH2:64][CH:63]([C:66](=[O:84])[N:67]([C:77]2[CH:82]=[CH:81][CH:80]=[CH:79][C:78]=2Br)[CH2:68][CH2:69][O:70][CH:71]2[CH2:76][CH2:75][CH2:74][CH2:73][O:72]2)[CH2:62][CH2:61]1)=O)(C)(C)C.[O:85]1CCOC[CH2:86]1, predict the reaction product. The product is: [O:72]1[CH2:73][CH2:74][CH2:75][CH2:76][CH:71]1[O:70][CH2:69][CH2:68][N:67]1[C:77]2[C:82](=[CH:81][C:80]([C:86]([O:50][C:48]([CH3:51])([CH3:49])[CH3:47])=[O:85])=[CH:79][CH:78]=2)[C:63]2([CH2:64][CH2:65][NH:60][CH2:61][CH2:62]2)[C:66]1=[O:84]. (2) Given the reactants [CH:1]1([C:7]2[C:15]3[C:10](=[CH:11][C:12]([C:16]([O:18][CH3:19])=[O:17])=[CH:13][CH:14]=3)[N:9]([CH2:20][C:21]([N:23]([CH3:25])[CH3:24])=[O:22])[C:8]=2[CH:26]=[O:27])[CH2:6][CH2:5][CH2:4][CH2:3][CH2:2]1.C([O-])([O-])=O.[K+].[K+].S([CH2:44][N+:45]#[C-:46])(C1C=CC(C)=CC=1)(=O)=O, predict the reaction product. The product is: [CH:1]1([C:7]2[C:15]3[C:10](=[CH:11][C:12]([C:16]([O:18][CH3:19])=[O:17])=[CH:13][CH:14]=3)[N:9]([CH2:20][C:21]([N:23]([CH3:24])[CH3:25])=[O:22])[C:8]=2[C:26]2[O:27][CH:46]=[N:45][CH:44]=2)[CH2:2][CH2:3][CH2:4][CH2:5][CH2:6]1.